From a dataset of Full USPTO retrosynthesis dataset with 1.9M reactions from patents (1976-2016). Predict the reactants needed to synthesize the given product. (1) Given the product [Br:15][CH2:16][C:17]1[S:21][C:20]([CH2:22][NH:5][C:4]2[CH:6]=[C:7]([C:10]3[O:14][CH:13]=[N:12][CH:11]=3)[CH:8]=[CH:9][C:3]=2[O:2][CH3:1])=[CH:19][CH:18]=1, predict the reactants needed to synthesize it. The reactants are: [CH3:1][O:2][C:3]1[CH:9]=[CH:8][C:7]([C:10]2[O:14][CH:13]=[N:12][CH:11]=2)=[CH:6][C:4]=1[NH2:5].[Br:15][CH2:16][C:17]1[S:21][C:20]([CH:22]=O)=[CH:19][CH:18]=1. (2) The reactants are: [N+:1]([O-:4])(O)=[O:2].S(=O)(=O)(O)O.[CH2:10]([O:12][C:13](=[O:23])[O:14][C:15]1[CH:20]=[CH:19][C:18]([Cl:21])=[CH:17][C:16]=1[CH3:22])[CH3:11]. Given the product [CH2:10]([O:12][C:13](=[O:23])[O:14][C:15]1[CH:20]=[C:19]([N+:1]([O-:4])=[O:2])[C:18]([Cl:21])=[CH:17][C:16]=1[CH3:22])[CH3:11], predict the reactants needed to synthesize it. (3) Given the product [Cl:3][C:4]1[CH:5]=[C:6]([C@@H:10]2[C@@H:15]([C:16]3[CH:21]=[CH:20][C:19]([Cl:22])=[CH:18][CH:17]=3)[N:14]([CH:29]([CH2:32][CH3:33])[CH2:30][CH3:31])[C:13](=[O:23])[C@@:12]([CH3:27])([CH2:24][S:25][CH3:26])[CH2:11]2)[CH:7]=[CH:8][CH:9]=1, predict the reactants needed to synthesize it. The reactants are: [H-].[Na+].[Cl:3][C:4]1[CH:5]=[C:6]([C@@H:10]2[C@@H:15]([C:16]3[CH:21]=[CH:20][C:19]([Cl:22])=[CH:18][CH:17]=3)[NH:14][C:13](=[O:23])[C@@:12]([CH3:27])([CH2:24][S:25][CH3:26])[CH2:11]2)[CH:7]=[CH:8][CH:9]=1.Br[CH:29]([CH2:32][CH3:33])[CH2:30][CH3:31]. (4) Given the product [F:5][C:6]1[CH:7]=[CH:8][C:9]([CH2:10][N:11]2[CH2:20][CH2:19][C:18]3[C:17]([C:21]([N:1]=[N+:2]=[N-:3])=[O:22])=[N:16][CH:15]=[C:14]([O:24][CH3:25])[C:13]=3[C:12]2=[O:26])=[CH:27][CH:28]=1, predict the reactants needed to synthesize it. The reactants are: [N-:1]=[N+:2]=[N-:3].[Na+].[F:5][C:6]1[CH:28]=[CH:27][C:9]([CH2:10][N:11]2[CH2:20][CH2:19][C:18]3[C:17]([C:21](Cl)=[O:22])=[N:16][CH:15]=[C:14]([O:24][CH3:25])[C:13]=3[C:12]2=[O:26])=[CH:8][CH:7]=1.